Dataset: Full USPTO retrosynthesis dataset with 1.9M reactions from patents (1976-2016). Task: Predict the reactants needed to synthesize the given product. (1) The reactants are: C(OC([N:8]1[CH2:13][CH2:12][N:11]([C:14](=[O:25])[C:15]2[CH:20]=[CH:19][CH:18]=[CH:17][C:16]=2[C:21]([F:24])([F:23])[F:22])[CH2:10][CH2:9]1)=O)(C)(C)C.CO.Cl.Cl. Given the product [N:11]1([C:14]([C:15]2[CH:20]=[CH:19][CH:18]=[CH:17][C:16]=2[C:21]([F:23])([F:22])[F:24])=[O:25])[CH2:12][CH2:13][NH:8][CH2:9][CH2:10]1, predict the reactants needed to synthesize it. (2) Given the product [OH:1][C@@H:2]1[CH2:7][O:6][CH2:5][C@@H:4]([C:8]([O:10][CH3:11])=[O:9])[CH2:3]1, predict the reactants needed to synthesize it. The reactants are: [O:1]=[C:2]1[CH2:7][O:6][CH2:5][CH:4]([C:8]([O:10][CH3:11])=[O:9])[CH2:3]1.[BH4-].[Na+]. (3) Given the product [CH2:10]([O:9][C:8]1[C:3]([C:1]#[N:2])=[CH:4][C:5]([C:12]2[O:16][N:15]=[C:14]([C:17]3[CH:38]=[CH:37][C:20]4[CH2:21][CH2:22][N:23]([C:26](=[O:36])[CH2:27][NH2:28])[CH2:24][CH2:25][C:19]=4[CH:18]=3)[N:13]=2)=[CH:6][N:7]=1)[CH3:11], predict the reactants needed to synthesize it. The reactants are: [C:1]([C:3]1[CH:4]=[C:5]([C:12]2[O:16][N:15]=[C:14]([C:17]3[CH:38]=[CH:37][C:20]4[CH2:21][CH2:22][N:23]([C:26](=[O:36])[CH2:27][NH:28]C(=O)OC(C)(C)C)[CH2:24][CH2:25][C:19]=4[CH:18]=3)[N:13]=2)[CH:6]=[N:7][C:8]=1[O:9][CH2:10][CH3:11])#[N:2].FC(F)(F)C(O)=O.